The task is: Regression. Given two drug SMILES strings and cell line genomic features, predict the synergy score measuring deviation from expected non-interaction effect.. This data is from Merck oncology drug combination screen with 23,052 pairs across 39 cell lines. (1) Drug 2: Cn1nnc2c(C(N)=O)ncn2c1=O. Drug 1: CN(Cc1cnc2nc(N)nc(N)c2n1)c1ccc(C(=O)NC(CCC(=O)O)C(=O)O)cc1. Synergy scores: synergy=-44.0. Cell line: VCAP. (2) Drug 1: CCC1(O)CC2CN(CCc3c([nH]c4ccccc34)C(C(=O)OC)(c3cc4c(cc3OC)N(C)C3C(O)(C(=O)OC)C(OC(C)=O)C5(CC)C=CCN6CCC43C65)C2)C1. Drug 2: Cn1cc(-c2cnn3c(N)c(Br)c(C4CCCNC4)nc23)cn1. Cell line: OCUBM. Synergy scores: synergy=25.8. (3) Drug 1: CCC1(O)CC2CN(CCc3c([nH]c4ccccc34)C(C(=O)OC)(c3cc4c(cc3OC)N(C)C3C(O)(C(=O)OC)C(OC(C)=O)C5(CC)C=CCN6CCC43C65)C2)C1. Drug 2: N#Cc1ccc(Cn2cncc2CN2CCN(c3cccc(Cl)c3)C(=O)C2)cc1. Cell line: UWB1289. Synergy scores: synergy=18.1.